Dataset: Full USPTO retrosynthesis dataset with 1.9M reactions from patents (1976-2016). Task: Predict the reactants needed to synthesize the given product. (1) Given the product [CH:33]1([C:22]2[CH:23]=[C:24]([OH:25])[C:19](=[O:18])[NH:20][N:21]=2)[CH2:34][CH2:35][CH2:36][CH2:37][CH2:38]1, predict the reactants needed to synthesize it. The reactants are: C(C1C=C(O)C(=O)NN=1)C.C([O:18][C:19]1[N:20]=[N:21][C:22]([C:33]2[CH2:38][CH2:37][CH2:36][CH2:35][CH:34]=2)=[CH:23][C:24]=1[O:25]CC1C=CC=CC=1)C1C=CC=CC=1. (2) Given the product [F:42][C:2]([F:1])([F:41])[C:3]1[CH:4]=[CH:5][C:6]([C:9]2[N:13]([CH2:14][O:15][CH2:16][CH2:17][Si:18]([CH3:20])([CH3:19])[CH3:21])[C:12]([N:22]3[CH2:23][CH2:24][N:25]([C:28]4[C:33]([C:34]([F:37])([F:35])[F:36])=[CH:32][CH:31]=[CH:30][N:29]=4)[CH2:26][CH2:27]3)=[N:11][C:10]=2[C:38]([NH:47][C:46]2[CH:45]=[C:44]([F:43])[C:50]([F:51])=[C:49]([F:52])[CH:48]=2)=[O:39])=[CH:7][CH:8]=1, predict the reactants needed to synthesize it. The reactants are: [F:1][C:2]([F:42])([F:41])[C:3]1[CH:8]=[CH:7][C:6]([C:9]2[N:13]([CH2:14][O:15][CH2:16][CH2:17][Si:18]([CH3:21])([CH3:20])[CH3:19])[C:12]([N:22]3[CH2:27][CH2:26][N:25]([C:28]4[C:33]([C:34]([F:37])([F:36])[F:35])=[CH:32][CH:31]=[CH:30][N:29]=4)[CH2:24][CH2:23]3)=[N:11][C:10]=2[C:38](O)=[O:39])=[CH:5][CH:4]=1.[F:43][C:44]1[CH:45]=[C:46]([CH:48]=[C:49]([F:52])[C:50]=1[F:51])[NH2:47].N=C=N.C1C=NC2N(O)N=NC=2C=1. (3) Given the product [Cl:3][C:13]1[C:14]2[C:9](=[C:8]([N+:18]([O-:20])=[O:19])[C:7]([CH3:6])=[CH:16][CH:15]=2)[CH:10]=[CH:11][N:12]=1, predict the reactants needed to synthesize it. The reactants are: P(Cl)(Cl)([Cl:3])=O.[CH3:6][C:7]1[C:8]([N+:18]([O-:20])=[O:19])=[C:9]2[C:14](=[CH:15][CH:16]=1)[CH:13]=[N+:12]([O-])[CH:11]=[CH:10]2. (4) Given the product [I:6][C:7]1[CH:13]=[C:12]([N+:14]([O-:16])=[O:15])[CH:11]=[C:10]([I:17])[CH:8]=1, predict the reactants needed to synthesize it. The reactants are: OS(O)(=O)=O.[I:6][C:7]1[CH:13]=[C:12]([N+:14]([O-:16])=[O:15])[CH:11]=[C:10]([I:17])[C:8]=1N.NC1C=CC=CC=1.N([O-])=O.[Na+].